Dataset: Catalyst prediction with 721,799 reactions and 888 catalyst types from USPTO. Task: Predict which catalyst facilitates the given reaction. (1) Reactant: [CH3:1][O:2][C:3](=[O:15])[CH2:4][C:5]1[CH:10]=[CH:9][C:8]([C:11]#[N:12])=[C:7](F)[C:6]=1[Cl:14].[C:16](=O)([O-])[O-:17].[K+].[K+]. Product: [CH3:1][O:2][C:3](=[O:15])[CH2:4][C:5]1[CH:10]=[CH:9][C:8]([C:11]#[N:12])=[C:7]([O:17][CH3:16])[C:6]=1[Cl:14]. The catalyst class is: 5. (2) The catalyst class is: 3. Reactant: [C:1](=[O:13])([O:6][CH:7]1[CH2:12][CH2:11][CH2:10][CH2:9][CH2:8]1)[O:2][CH:3](Cl)[CH3:4].CCCCCCC.CC(OC)(C)C.[C:27]([O:31][C:32]([NH:34][C@H:35]([CH2:40][C:41]1[CH:46]=[CH:45][C:44]([C:47]2[CH:52]=[C:51]([Cl:53])[CH:50]=[CH:49][C:48]=2[F:54])=[CH:43][CH:42]=1)[CH2:36][C:37]([OH:39])=[O:38])=[O:33])([CH3:30])([CH3:29])[CH3:28].C(=O)([O-])[O-].[Cs+].[Cs+]. Product: [C:27]([O:31][C:32]([NH:34][C@H:35]([CH2:40][C:41]1[CH:46]=[CH:45][C:44]([C:47]2[CH:52]=[C:51]([Cl:53])[CH:50]=[CH:49][C:48]=2[F:54])=[CH:43][CH:42]=1)[CH2:36][C:37]([O:39][CH:3]([O:2][C:1]([O:6][CH:7]1[CH2:12][CH2:11][CH2:10][CH2:9][CH2:8]1)=[O:13])[CH3:4])=[O:38])=[O:33])([CH3:30])([CH3:28])[CH3:29]. (3) Reactant: [O:1]1[C:5]2[CH:6]=[CH:7][C:8]([C:10]3[N:11]=[C:12]([C:15]4([C:18]5[CH:23]=[CH:22][CH:21]=[CH:20][CH:19]=5)[CH2:17][CH2:16]4)[S:13][CH:14]=3)=[CH:9][C:4]=2[O:3]C1.B(Br)(Br)Br.CO.O.C(O)(C(F)(F)F)=O. Product: [OH:3][C:4]1[CH:9]=[C:8]([C:10]2[N:11]=[C:12]([C:15]3([C:18]4[CH:19]=[CH:20][CH:21]=[CH:22][CH:23]=4)[CH2:16][CH2:17]3)[S:13][CH:14]=2)[CH:7]=[CH:6][C:5]=1[OH:1]. The catalyst class is: 2.